Dataset: Retrosynthesis with 50K atom-mapped reactions and 10 reaction types from USPTO. Task: Predict the reactants needed to synthesize the given product. (1) Given the product COC(=O)CCCC[C@H](O)CCO, predict the reactants needed to synthesize it. The reactants are: COC(=O)CCCCC(=O)CCO. (2) Given the product COC(=O)C(NC(=O)c1cc(-c2ccc(Oc3nc4ccc(F)cc4s3)cc2)no1)C(C)C, predict the reactants needed to synthesize it. The reactants are: COC(=O)C(NC(=O)c1cc(-c2ccc(O)cc2)no1)C(C)C.Fc1ccc2nc(Cl)sc2c1. (3) Given the product CS(=O)(=O)O, predict the reactants needed to synthesize it. The reactants are: CC1(NC2CC2)CN(C(c2ccccc2)c2ccccc2)C1. (4) Given the product O=C(NCc1ccc(C(=O)Nc2ccncn2)cc1)OCc1ccccc1, predict the reactants needed to synthesize it. The reactants are: Nc1ccncn1.O=C(NCc1ccc(C(=O)O)cc1)OCc1ccccc1. (5) Given the product COc1c(N2CCC[C@H](CC(=O)O)C2)c(F)cc2c(=O)c(C(=O)NCc3ccc(OC(F)(F)F)cc3C)cn(CC(F)(F)F)c12, predict the reactants needed to synthesize it. The reactants are: CCOC(=O)C[C@H]1CCCN(c2c(F)cc3c(=O)c(C(=O)NCc4ccc(OC(F)(F)F)cc4C)cn(CC(F)(F)F)c3c2OC)C1.